This data is from Catalyst prediction with 721,799 reactions and 888 catalyst types from USPTO. The task is: Predict which catalyst facilitates the given reaction. (1) Reactant: [NH2:1][C:2]1[CH:10]=[CH:9][C:5]([C:6]([OH:8])=O)=[CH:4][C:3]=1[F:11].[C:12]([NH:16][C:17]([C:19]1[N:20]=[C:21]([CH2:24][N:25]2[CH2:30][CH2:29][NH:28][CH2:27][CH2:26]2)[S:22][CH:23]=1)=[O:18])([CH3:15])([CH3:14])[CH3:13].C(N(CC)CC)C.CCCP1(OP(CCC)(=O)OP(CCC)(=O)O1)=O. Product: [NH2:1][C:2]1[CH:10]=[CH:9][C:5]([C:6]([N:28]2[CH2:29][CH2:30][N:25]([CH2:24][C:21]3[S:22][CH:23]=[C:19]([C:17]([NH:16][C:12]([CH3:15])([CH3:14])[CH3:13])=[O:18])[N:20]=3)[CH2:26][CH2:27]2)=[O:8])=[CH:4][C:3]=1[F:11]. The catalyst class is: 4. (2) Reactant: [H-].C([Al+]CC(C)C)C(C)C.C[O:12][C:13](=O)[C:14]1[CH:19]=[CH:18][C:17]([CH2:20][NH:21][C:22]2[C:23]3[N:24]([C:28]([C:31]4[CH:36]=[CH:35][C:34]([O:37][CH3:38])=[C:33]([O:39][CH3:40])[CH:32]=4)=[CH:29][N:30]=3)[CH:25]=[CH:26][N:27]=2)=[CH:16][CH:15]=1. Product: [CH3:40][O:39][C:33]1[CH:32]=[C:31]([C:28]2[N:24]3[CH:25]=[CH:26][N:27]=[C:22]([NH:21][CH2:20][C:17]4[CH:16]=[CH:15][C:14]([CH2:13][OH:12])=[CH:19][CH:18]=4)[C:23]3=[N:30][CH:29]=2)[CH:36]=[CH:35][C:34]=1[O:37][CH3:38]. The catalyst class is: 4. (3) Reactant: [Br:1][C:2]1[CH:11]=[C:10]2[C:5]([C:6]([Cl:13])=[CH:7][NH:8][C:9]2=[O:12])=[CH:4][CH:3]=1.C(=O)([O-])[O-].[Cs+].[Cs+].CN(C=O)C.Cl[CH2:26][C:27]1[CH:32]=[CH:31][C:30]([O:33][CH3:34])=[CH:29][CH:28]=1. Product: [Br:1][C:2]1[CH:11]=[C:10]2[C:5]([C:6]([Cl:13])=[CH:7][N:8]([CH2:26][C:27]3[CH:32]=[CH:31][C:30]([O:33][CH3:34])=[CH:29][CH:28]=3)[C:9]2=[O:12])=[CH:4][CH:3]=1. The catalyst class is: 6.